Dataset: Forward reaction prediction with 1.9M reactions from USPTO patents (1976-2016). Task: Predict the product of the given reaction. (1) Given the reactants C[O:2][C:3]([C:5]1[C:10]2[NH:11][C:12]([C:14]3[CH:19]=[CH:18][CH:17]=[CH:16][C:15]=3[O:20][CH3:21])=[N:13][C:9]=2[CH:8]=[CH:7][C:6]=1[CH:22](C(OCC)=O)[C:23]([O:25]CC)=[O:24])=[O:4].[OH-].[Na+], predict the reaction product. The product is: [C:23]([CH2:22][C:6]1[CH:7]=[CH:8][C:9]2[N:13]=[C:12]([C:14]3[CH:19]=[CH:18][CH:17]=[CH:16][C:15]=3[O:20][CH3:21])[NH:11][C:10]=2[C:5]=1[C:3]([OH:4])=[O:2])([OH:25])=[O:24]. (2) Given the reactants Cl[C:2]1[C:7]([CH3:9])([CH3:8])[O:6][C:5]([CH3:11])([CH3:10])[C:4](=[O:12])[C:3]=1[C:13]1[CH:18]=[C:17]([C:19]2[CH:24]=[CH:23][C:22]([Cl:25])=[CH:21][C:20]=2[Cl:26])[CH:16]=[CH:15][C:14]=1[CH2:27][CH3:28].[CH3:29][S-:30].[Na+], predict the reaction product. The product is: [Cl:26][C:20]1[CH:21]=[C:22]([Cl:25])[CH:23]=[CH:24][C:19]=1[C:17]1[CH:16]=[CH:15][C:14]([CH2:27][CH3:28])=[C:13]([C:3]2[C:4](=[O:12])[C:5]([CH3:11])([CH3:10])[O:6][C:7]([CH3:9])([CH3:8])[C:2]=2[S:30][CH3:29])[CH:18]=1. (3) The product is: [CH3:1][N:2]([CH3:3])[C:5]1[C:14]2[C:9](=[CH:10][C:11]([O:15][C:16]3[CH:21]=[CH:20][CH:19]=[CH:18][CH:17]=3)=[CH:12][CH:13]=2)[N:8]=[C:7]([N:22]2[CH:26]=[C:25]([C:27]([O:29][CH2:30][CH3:31])=[O:28])[CH:24]=[N:23]2)[N:6]=1. Given the reactants [CH3:1][NH:2][CH3:3].Cl[C:5]1[C:14]2[C:9](=[CH:10][C:11]([O:15][C:16]3[CH:21]=[CH:20][CH:19]=[CH:18][CH:17]=3)=[CH:12][CH:13]=2)[N:8]=[C:7]([N:22]2[CH:26]=[C:25]([C:27]([O:29][CH2:30][CH3:31])=[O:28])[CH:24]=[N:23]2)[N:6]=1, predict the reaction product. (4) Given the reactants [H-].C([Al+]CC(C)C)C(C)C.[NH:11]1[C:19]2[CH:18]=[CH:17][CH:16]=[C:15]([C:20](OC)=[O:21])[C:14]=2[CH:13]=[CH:12]1.C(OCC)(=O)C.C(C(C(C([O-])=O)O)O)([O-])=O.[Na+].[K+], predict the reaction product. The product is: [NH:11]1[C:19]2[CH:18]=[CH:17][CH:16]=[C:15]([CH2:20][OH:21])[C:14]=2[CH:13]=[CH:12]1. (5) The product is: [Cl:1][C:2]1[CH:3]=[C:4]([C@@H:12]([CH2:22][CH:23]2[CH2:24][CH2:25][CH2:26][CH2:27]2)[C:13]([NH:15][C:16]2[CH:20]=[CH:19][N:18]([CH2:21][C:49]3[CH:50]=[C:51]([CH:55]=[CH:56][CH:57]=3)[C:52]([OH:54])=[O:53])[N:17]=2)=[O:14])[CH:5]=[CH:6][C:7]=1[S:8]([CH3:11])(=[O:10])=[O:9]. Given the reactants [Cl:1][C:2]1[CH:3]=[C:4]([C@@H:12]([CH2:22][CH:23]2[CH2:27][CH2:26][CH2:25][CH2:24]2)[C:13]([NH:15][C:16]2[CH:20]=[CH:19][N:18]([CH3:21])[N:17]=2)=[O:14])[CH:5]=[CH:6][C:7]=1[S:8]([CH3:11])(=[O:10])=[O:9].C(Cl)(=O)C(Cl)=O.N1C(C)=CC=CC=1C.NC1C=CN(C[C:49]2[CH:50]=[C:51]([CH:55]=[CH:56][CH:57]=2)[C:52]([OH:54])=[O:53])N=1, predict the reaction product. (6) The product is: [Cl:23][C:11]1[CH:10]=[CH:9][C:14]([NH:3][C:24](=[O:33])[C:25]2[CH:30]=[CH:29][C:28]([O:31][CH3:32])=[CH:27][CH:26]=2)=[CH:13][C:12]=1[NH:15][C:16]1[CH2:20][CH2:19][C:18](=[O:21])[C:17]=1[CH3:22]. Given the reactants C([N:3](CC)CC)C.N[C:9]1[CH:14]=[CH:13][C:12]([NH:15][C:16]2[CH2:20][CH2:19][C:18](=[O:21])[C:17]=2[CH3:22])=[C:11]([Cl:23])[CH:10]=1.[C:24](Cl)(=[O:33])[C:25]1[CH:30]=[CH:29][C:28]([O:31][CH3:32])=[CH:27][CH:26]=1, predict the reaction product.